Dataset: Reaction yield outcomes from USPTO patents with 853,638 reactions. Task: Predict the reaction yield, written as a fraction of the theoretical maximum amount of product (1.0 means a 100% yield; for example, 0.34 means a 34% yield). (1) The reactants are ClC(Cl)(Cl)[C:3]([C:5]1[NH:6][C:7]2[CH2:8][CH2:9][CH2:10][CH2:11][C:12]=2[CH:13]=1)=[O:4].[O-][CH2:17][CH3:18].[Na+].C([OH:22])C. No catalyst specified. The product is [NH:6]1[C:7]2[CH2:8][CH2:9][CH2:10][CH2:11][C:12]=2[CH:13]=[C:5]1[C:3]([O:4][CH2:17][CH3:18])=[O:22]. The yield is 1.00. (2) The reactants are Br[C:2]1[CH:7]=[CH:6][C:5]([CH:8]2[CH2:13][CH2:12][N:11]([C:14](=[O:16])[CH3:15])[CH2:10][CH2:9]2)=[CH:4][CH:3]=1.[CH3:17][O:18][C:19]([C:21]1[C:29]2[C:24](=[CH:25][C:26]([Cl:38])=[C:27](B3OCC(C)(C)CO3)[CH:28]=2)[NH:23][CH:22]=1)=[O:20].C(=O)([O-])[O-].[K+].[K+]. The catalyst is O1CCOCC1.O. The product is [C:14]([N:11]1[CH2:12][CH2:13][CH:8]([C:5]2[CH:6]=[CH:7][C:2]([C:27]3[CH:28]=[C:29]4[C:24](=[CH:25][C:26]=3[Cl:38])[NH:23][CH:22]=[C:21]4[C:19]([O:18][CH3:17])=[O:20])=[CH:3][CH:4]=2)[CH2:9][CH2:10]1)(=[O:16])[CH3:15]. The yield is 0.830. (3) The reactants are [NH2:1][C:2]1[N:3]([CH3:28])[C:4](=[O:27])[C:5]2([N:26]=1)[C:14]1[C:9](=[CH:10][CH:11]=[C:12](B3OC(C)(C)C(C)(C)O3)[CH:13]=1)[CH2:8][C:7]([CH3:25])([CH3:24])[CH2:6]2.Br[C:30]1[CH:31]=[C:32]([O:36][CH2:37][C:38]#[N:39])[CH:33]=[N:34][CH:35]=1.C([O-])([O-])=O.[Na+].[Na+]. The catalyst is C1C=CC([P]([Pd]([P](C2C=CC=CC=2)(C2C=CC=CC=2)C2C=CC=CC=2)([P](C2C=CC=CC=2)(C2C=CC=CC=2)C2C=CC=CC=2)[P](C2C=CC=CC=2)(C2C=CC=CC=2)C2C=CC=CC=2)(C2C=CC=CC=2)C2C=CC=CC=2)=CC=1.O1CCOCC1. The product is [NH2:1][C:2]1[N:3]([CH3:28])[C:4](=[O:27])[C:5]2([N:26]=1)[C:14]1[C:9](=[CH:10][CH:11]=[C:12]([C:30]3[CH:31]=[C:32]([O:36][CH2:37][C:38]#[N:39])[CH:33]=[N:34][CH:35]=3)[CH:13]=1)[CH2:8][C:7]([CH3:24])([CH3:25])[CH2:6]2. The yield is 0.0886. (4) The reactants are [NH2:1][C:2]1[CH:3]=[CH:4][C:5]([C:18]([N:20]([CH2:25][CH2:26][CH2:27][CH3:28])[CH2:21][CH2:22][CH2:23][CH3:24])=[O:19])=[N:6][C:7]=1[NH:8][CH2:9][CH2:10][CH2:11][N:12]1[CH2:17][CH2:16][CH2:15][CH2:14][CH2:13]1.[S:29]1[C:33]2[CH:34]=[CH:35][CH:36]=[CH:37][C:32]=2[C:31]([CH:38]=O)=[CH:30]1. The catalyst is [N+](C1C=CC=CC=1)([O-])=O. The product is [S:29]1[CH:30]=[C:31]([C:38]2[N:8]([CH2:9][CH2:10][CH2:11][N:12]3[CH2:17][CH2:16][CH2:15][CH2:14][CH2:13]3)[C:7]3=[N:6][C:5]([C:18]([N:20]([CH2:21][CH2:22][CH2:23][CH3:24])[CH2:25][CH2:26][CH2:27][CH3:28])=[O:19])=[CH:4][CH:3]=[C:2]3[N:1]=2)[C:32]2[CH:37]=[CH:36][CH:35]=[CH:34][C:33]1=2. The yield is 0.400.